This data is from Forward reaction prediction with 1.9M reactions from USPTO patents (1976-2016). The task is: Predict the product of the given reaction. (1) Given the reactants [F:1][C:2]1[CH:22]=[C:21]([N+:23]([O-])=O)[CH:20]=[CH:19][C:3]=1[O:4][C:5]1[N:10]=[CH:9][N:8]=[C:7]([NH:11][C:12]([N:14]2[CH2:18][CH2:17][CH2:16][CH2:15]2)=[O:13])[CH:6]=1.[Cl-].[NH4+].C(OCC)(=O)C.O1CCCC1, predict the reaction product. The product is: [NH2:23][C:21]1[CH:20]=[CH:19][C:3]([O:4][C:5]2[N:10]=[CH:9][N:8]=[C:7]([NH:11][C:12]([N:14]3[CH2:18][CH2:17][CH2:16][CH2:15]3)=[O:13])[CH:6]=2)=[C:2]([F:1])[CH:22]=1. (2) Given the reactants Br[C:2]1[CH:10]=[C:9]2[C:5]([CH2:6][N:7]([C:12]3[CH:13]=[C:14]4[C:18](=[CH:19][CH:20]=3)[N:17]([CH3:21])[CH:16]=[CH:15]4)[C:8]2=[O:11])=[CH:4][CH:3]=1.[NH:22]1[CH2:26][CH2:25][CH2:24][CH2:23]1.C1(P(C2CCCCC2)C2C=CC=CC=2C2C(N(C)C)=CC=CC=2)CCCCC1.CC(C)([O-])C.[Na+], predict the reaction product. The product is: [CH3:21][N:17]1[C:18]2[C:14](=[CH:13][C:12]([N:7]3[CH2:6][C:5]4[C:9](=[CH:10][C:2]([N:22]5[CH2:26][CH2:25][CH2:24][CH2:23]5)=[CH:3][CH:4]=4)[C:8]3=[O:11])=[CH:20][CH:19]=2)[CH:15]=[CH:16]1. (3) Given the reactants OC[C@H](N[C:11]([C:13]1([CH3:34])[CH2:19][CH2:18][N:17]([S:20]([C:23]2[CH:29]=[CH:28][C:26]([CH3:27])=[CH:25][CH:24]=2)(=[O:22])=[O:21])[C:16]2[CH:30]=[CH:31][CH:32]=[CH:33][C:15]=2[CH2:14]1)=[O:12])C1C=CC=CC=1.S(=O)(=O)(O)O.[CH3:40][OH:41], predict the reaction product. The product is: [CH3:40][O:41][C:11]([C:13]1([CH3:34])[CH2:19][CH2:18][N:17]([S:20]([C:23]2[CH:24]=[CH:25][C:26]([CH3:27])=[CH:28][CH:29]=2)(=[O:21])=[O:22])[C:16]2[CH:30]=[CH:31][CH:32]=[CH:33][C:15]=2[CH2:14]1)=[O:12]. (4) The product is: [N:20]1([C:2]2[N:3]([CH2:13][C:14]3[CH:19]=[CH:18][CH:17]=[CH:16][CH:15]=3)[C:4]3[C:9]([C:10]=2[CH:11]=[O:12])=[CH:8][CH:7]=[CH:6][CH:5]=3)[CH2:25][CH2:24][NH:23][CH2:22][CH2:21]1. Given the reactants Cl[C:2]1[N:3]([CH2:13][C:14]2[CH:19]=[CH:18][CH:17]=[CH:16][CH:15]=2)[C:4]2[C:9]([C:10]=1[CH:11]=[O:12])=[CH:8][CH:7]=[CH:6][CH:5]=2.[NH:20]1[CH2:25][CH2:24][NH:23][CH2:22][CH2:21]1, predict the reaction product. (5) Given the reactants [F:1][C:2]1[CH:10]=[CH:9][CH:8]=[C:7]2[C:3]=1[CH2:4][N:5]([N:11]([CH3:45])[C:12](=[O:44])[CH2:13][N:14]([C:31]1[CH:36]=[CH:35][C:34]([C:37]3[N:41]=[C:40]([CH3:42])[O:39][N:38]=3)=[CH:33][C:32]=1[CH3:43])[CH2:15][C:16]([NH:18][CH2:19][CH2:20][N:21](C(OC(C)(C)C)=O)[CH2:22][CH3:23])=[O:17])[CH2:6]2.FC(F)(F)C(O)=O.N.[ClH:54].C(OCC)(=O)C, predict the reaction product. The product is: [ClH:54].[ClH:54].[F:1][C:2]1[CH:10]=[CH:9][CH:8]=[C:7]2[C:3]=1[CH2:4][N:5]([N:11]([CH3:45])[C:12](=[O:44])[CH2:13][N:14]([C:31]1[CH:36]=[CH:35][C:34]([C:37]3[N:41]=[C:40]([CH3:42])[O:39][N:38]=3)=[CH:33][C:32]=1[CH3:43])[CH2:15][C:16]([NH:18][CH2:19][CH2:20][NH:21][CH2:22][CH3:23])=[O:17])[CH2:6]2. (6) Given the reactants [N:1]1[CH:6]=[CH:5][CH:4]=[N:3][C:2]=1[CH2:7][CH2:8][CH2:9]/[CH:10]=[CH:11]/[S:12]([N:15]1[CH2:20][CH2:19][N:18]([C:21]2[N:26]=[CH:25][C:24]([O:27][CH2:28][C:29]([F:32])([F:31])[F:30])=[CH:23][N:22]=2)[CH2:17][CH2:16]1)(=[O:14])=[O:13].[NH2:33][OH:34].[NH4+].[Cl-], predict the reaction product. The product is: [OH:34][NH:33][CH:10]([CH2:9][CH2:8][CH2:7][C:2]1[N:1]=[CH:6][CH:5]=[CH:4][N:3]=1)[CH2:11][S:12]([N:15]1[CH2:20][CH2:19][N:18]([C:21]2[N:22]=[CH:23][C:24]([O:27][CH2:28][C:29]([F:30])([F:31])[F:32])=[CH:25][N:26]=2)[CH2:17][CH2:16]1)(=[O:14])=[O:13]. (7) The product is: [F:1][C:2]1[CH:7]=[CH:6][C:5]([C@H:8]([NH:10][C@H:11]2[CH2:15][CH2:14][C@@H:13]([C:16]3[CH:17]=[N:18][C:19]([N:31]4[CH2:32][CH2:33][NH:28][C:29](=[O:34])[CH2:30]4)=[N:20][CH:21]=3)[CH2:12]2)[CH3:9])=[CH:4][C:3]=1[O:26][CH3:27]. Given the reactants [F:1][C:2]1[CH:7]=[CH:6][C:5]([C@H:8]([NH:10][C@H:11]2[CH2:15][CH2:14][C@@H:13]([C:16]3[CH:17]=[N:18][C:19](S(C)(=O)=O)=[N:20][CH:21]=3)[CH2:12]2)[CH3:9])=[CH:4][C:3]=1[O:26][CH3:27].[NH:28]1[CH2:33][CH2:32][NH:31][CH2:30][C:29]1=[O:34], predict the reaction product. (8) Given the reactants I[C:2]1[CH:7]=[CH:6][C:5]([CH:8]([CH3:14])[C:9]([O:11][CH2:12][CH3:13])=[O:10])=[CH:4][C:3]=1[CH3:15].[CH3:16][N:17](C)C=O, predict the reaction product. The product is: [C:16]([C:2]1[CH:7]=[CH:6][C:5]([CH:8]([CH3:14])[C:9]([O:11][CH2:12][CH3:13])=[O:10])=[CH:4][C:3]=1[CH3:15])#[N:17].